This data is from NCI-60 drug combinations with 297,098 pairs across 59 cell lines. The task is: Regression. Given two drug SMILES strings and cell line genomic features, predict the synergy score measuring deviation from expected non-interaction effect. (1) Drug 1: C1=CN(C(=O)N=C1N)C2C(C(C(O2)CO)O)O.Cl. Drug 2: CN1C(=O)N2C=NC(=C2N=N1)C(=O)N. Cell line: HCT-15. Synergy scores: CSS=20.0, Synergy_ZIP=4.11, Synergy_Bliss=6.74, Synergy_Loewe=-37.8, Synergy_HSA=-2.60. (2) Drug 1: CC1=C2C(C(=O)C3(C(CC4C(C3C(C(C2(C)C)(CC1OC(=O)C(C(C5=CC=CC=C5)NC(=O)C6=CC=CC=C6)O)O)OC(=O)C7=CC=CC=C7)(CO4)OC(=O)C)O)C)OC(=O)C. Drug 2: CN1C2=C(C=C(C=C2)N(CCCl)CCCl)N=C1CCCC(=O)O.Cl. Cell line: HT29. Synergy scores: CSS=1.02, Synergy_ZIP=0.261, Synergy_Bliss=4.51, Synergy_Loewe=-3.73, Synergy_HSA=1.46. (3) Drug 1: CCC1=C2CN3C(=CC4=C(C3=O)COC(=O)C4(CC)O)C2=NC5=C1C=C(C=C5)O. Drug 2: CC1=C(C(=CC=C1)Cl)NC(=O)C2=CN=C(S2)NC3=CC(=NC(=N3)C)N4CCN(CC4)CCO. Cell line: EKVX. Synergy scores: CSS=5.57, Synergy_ZIP=-0.635, Synergy_Bliss=1.34, Synergy_Loewe=-3.16, Synergy_HSA=-0.513. (4) Drug 1: COC1=C(C=C2C(=C1)N=CN=C2NC3=CC(=C(C=C3)F)Cl)OCCCN4CCOCC4. Drug 2: CC1=C(C(=O)C2=C(C1=O)N3CC4C(C3(C2COC(=O)N)OC)N4)N. Cell line: ACHN. Synergy scores: CSS=59.0, Synergy_ZIP=0.951, Synergy_Bliss=0.909, Synergy_Loewe=1.65, Synergy_HSA=6.20. (5) Synergy scores: CSS=48.5, Synergy_ZIP=1.24, Synergy_Bliss=2.44, Synergy_Loewe=-8.37, Synergy_HSA=2.33. Drug 2: CC1=C(C(=O)C2=C(C1=O)N3CC4C(C3(C2COC(=O)N)OC)N4)N. Drug 1: CC1C(C(CC(O1)OC2CC(OC(C2O)C)OC3=CC4=CC5=C(C(=O)C(C(C5)C(C(=O)C(C(C)O)O)OC)OC6CC(C(C(O6)C)O)OC7CC(C(C(O7)C)O)OC8CC(C(C(O8)C)O)(C)O)C(=C4C(=C3C)O)O)O)O. Cell line: RPMI-8226. (6) Drug 1: C1=CC(=CC=C1CCCC(=O)O)N(CCCl)CCCl. Drug 2: CC1=C(C(=O)C2=C(C1=O)N3CC4C(C3(C2COC(=O)N)OC)N4)N. Cell line: SNB-19. Synergy scores: CSS=52.0, Synergy_ZIP=-0.407, Synergy_Bliss=-0.909, Synergy_Loewe=-14.5, Synergy_HSA=2.53. (7) Drug 1: C1=C(C(=O)NC(=O)N1)F. Drug 2: CN(CCCl)CCCl.Cl. Cell line: SF-295. Synergy scores: CSS=30.5, Synergy_ZIP=-7.35, Synergy_Bliss=-4.97, Synergy_Loewe=-3.01, Synergy_HSA=-2.53.